Dataset: Forward reaction prediction with 1.9M reactions from USPTO patents (1976-2016). Task: Predict the product of the given reaction. (1) Given the reactants [NH:1]1[CH:5]=[C:4]([C:6]([OH:8])=O)[CH:3]=[N:2]1.CN(C=O)C.CN(C(ON1N=NC2C=CC=CC1=2)=[N+](C)C)C.[B-](F)(F)(F)F.[Br:36][C:37]1[CH:42]=[CH:41][C:40]([C@@H:43]([NH2:45])[CH3:44])=[CH:39][CH:38]=1, predict the reaction product. The product is: [Br:36][C:37]1[CH:42]=[CH:41][C:40]([C@@H:43]([NH:45][C:6]([C:4]2[CH:3]=[N:2][NH:1][CH:5]=2)=[O:8])[CH3:44])=[CH:39][CH:38]=1. (2) Given the reactants [O:1]1[C:5]([C:6](=[S:8])[NH2:7])=[CH:4][CH:3]=[N:2]1.Br[CH2:10][C:11](=O)[C:12]([O:14][CH2:15][CH3:16])=[O:13], predict the reaction product. The product is: [O:1]1[C:5]([C:6]2[S:8][CH:10]=[C:11]([C:12]([O:14][CH2:15][CH3:16])=[O:13])[N:7]=2)=[CH:4][CH:3]=[N:2]1. (3) Given the reactants [Br:1][C:2]1[CH:3]=[C:4]2[C:10]([CH3:11])=[CH:9][N:8](S(C3C=CC(C)=CC=3)(=O)=O)[C:5]2=[N:6][CH:7]=1.[OH-].[Na+], predict the reaction product. The product is: [Br:1][C:2]1[CH:3]=[C:4]2[C:10]([CH3:11])=[CH:9][NH:8][C:5]2=[N:6][CH:7]=1. (4) Given the reactants C(N(CC)CC)C.[C:8]1([SH:14])[CH:13]=[CH:12][CH:11]=[CH:10][CH:9]=1.[C:15](Cl)(=[O:26])[CH2:16][CH2:17][CH2:18][CH2:19][CH2:20][CH2:21][CH2:22][CH2:23][CH:24]=[CH2:25], predict the reaction product. The product is: [C:15](=[O:26])([S:14][C:8]1[CH:13]=[CH:12][CH:11]=[CH:10][CH:9]=1)[CH2:16][CH2:17][CH2:18][CH2:19][CH2:20][CH2:21][CH2:22][CH2:23][CH:24]=[CH2:25]. (5) Given the reactants [Br:1][C:2]1[CH:7]=[CH:6][C:5]([C@:8]2([C:29]([F:32])([F:31])[F:30])[C:18]#[C:17][CH2:16][S:15][CH2:14][C@@H:13]([C:19]([O:21]C)=[O:20])[NH:12][C:11](=[O:23])[C@H:10]([CH2:24][C:25]([F:28])([CH3:27])[CH3:26])[NH:9]2)=[CH:4][CH:3]=1.[Li+].[OH-].Cl, predict the reaction product. The product is: [Br:1][C:2]1[CH:7]=[CH:6][C:5]([C@:8]2([C:29]([F:30])([F:31])[F:32])[C:18]#[C:17][CH2:16][S:15][CH2:14][C@@H:13]([C:19]([OH:21])=[O:20])[NH:12][C:11](=[O:23])[C@H:10]([CH2:24][C:25]([F:28])([CH3:27])[CH3:26])[NH:9]2)=[CH:4][CH:3]=1. (6) Given the reactants [C:1]([C:3]1[C:8]([F:9])=[CH:7][C:6]([C:10]2[CH2:15][CH2:14][CH:13]([CH3:16])[CH2:12][CH:11]=2)=[CH:5][N:4]=1)#[CH:2].I[C:18]1[CH:34]=[CH:33][C:21]([O:22][CH2:23][CH2:24][N:25]2[CH2:30][CH2:29][C:28]([CH3:32])([OH:31])[CH2:27][CH2:26]2)=[CH:20][CH:19]=1, predict the reaction product. The product is: [F:9][C:8]1[C:3]([C:1]#[C:2][C:18]2[CH:34]=[CH:33][C:21]([O:22][CH2:23][CH2:24][N:25]3[CH2:26][CH2:27][C:28]([CH3:32])([OH:31])[CH2:29][CH2:30]3)=[CH:20][CH:19]=2)=[N:4][CH:5]=[C:6]([C:10]2[CH2:15][CH2:14][CH:13]([CH3:16])[CH2:12][CH:11]=2)[CH:7]=1. (7) The product is: [CH:8]([C:10]1[CH:18]=[CH:17][C:13]([C:14]([NH:7][CH:4]2[CH2:5][CH2:6][O:1][CH2:2][CH2:3]2)=[O:15])=[CH:12][CH:11]=1)=[O:9]. Given the reactants [O:1]1[CH2:6][CH2:5][CH:4]([NH2:7])[CH2:3][CH2:2]1.[CH:8]([C:10]1[CH:18]=[CH:17][C:13]([C:14](O)=[O:15])=[CH:12][CH:11]=1)=[O:9].CCN=C=NCCCN(C)C.C1C=CC2N(O)N=NC=2C=1.CN1CCOCC1, predict the reaction product. (8) The product is: [CH2:1]([O:3][CH:4]1[CH:8]([NH:9][C:10]([CH:12]2[CH2:16][CH2:15][CH2:14][N:13]2[C:17](=[O:35])[CH:18]([NH:20][C:21](=[O:34])[C:22]2[CH:23]=[C:24]([Cl:33])[C:25]([OH:29])=[C:26]([Cl:28])[CH:27]=2)[CH3:19])=[O:11])[CH2:7][C:6](=[O:36])[O:5]1)[CH3:2]. Given the reactants [CH2:1]([O:3][CH:4]1[CH:8]([NH:9][C:10]([CH:12]2[CH2:16][CH2:15][CH2:14][N:13]2[C:17](=[O:35])[CH:18]([NH:20][C:21](=[O:34])[C:22]2[CH:27]=[C:26]([Cl:28])[C:25]([O:29]CC=C)=[C:24]([Cl:33])[CH:23]=2)[CH3:19])=[O:11])[CH2:7][C:6](=[O:36])[O:5]1)[CH3:2].CC1C2C(=CC=CC=2)C(C)=C2C=1C=CC1C2=CC=CC=1.C(Cl)Cl.CO, predict the reaction product. (9) Given the reactants Br[C:2]1[C:7]([CH3:8])=[CH:6][CH:5]=[CH:4][C:3]=1[CH3:9].[F:10][C:11]1[CH:16]=[CH:15][C:14]([CH:17]=[O:18])=[CH:13][C:12]=1B(O)O.C(=O)([O-])[O-].[Na+].[Na+].C(O)C, predict the reaction product. The product is: [F:10][C:11]1[C:12]([C:2]2[C:7]([CH3:8])=[CH:6][CH:5]=[CH:4][C:3]=2[CH3:9])=[CH:13][C:14]([CH:17]=[O:18])=[CH:15][CH:16]=1. (10) Given the reactants C(OC([O:6][C:7]12[CH2:21][CH:20]([CH3:22])[CH2:19][C:18](=[O:23])[CH:17]1[CH2:16][CH2:15][CH2:14][CH2:13][CH2:12][CH2:11][CH2:10][CH2:9][CH2:8]2)C)C.[CH3:24][CH:25]1[CH2:39][C:38]2([O:40][Si](C)(C)C)[CH:28]([CH2:29][CH2:30][CH2:31][CH2:32][CH2:33][CH2:34][CH2:35][CH2:36][CH2:37]2)[C:27](=[O:45])[CH2:26]1.C(OC(OC12CC(C)CC(=O)C1CCCCCCCCC2)C)CCC.Cl, predict the reaction product. The product is: [OH:6][C@:7]12[CH2:21][C@@H:20]([CH3:22])[CH2:19][C:18](=[O:23])[C@H:17]1[CH2:16][CH2:15][CH2:14][CH2:13][CH2:12][CH2:11][CH2:10][CH2:9][CH2:8]2.[OH:40][C@@:38]12[CH2:39][C@H:25]([CH3:24])[CH2:26][C:27](=[O:45])[C@@H:28]1[CH2:29][CH2:30][CH2:31][CH2:32][CH2:33][CH2:34][CH2:35][CH2:36][CH2:37]2.